From a dataset of Forward reaction prediction with 1.9M reactions from USPTO patents (1976-2016). Predict the product of the given reaction. (1) Given the reactants CS(C)=O.[Br:5][C:6]1[CH:7]=[N:8][C:9](Cl)=[N:10][CH:11]=1.[C-:13]#[N:14].[Na+], predict the reaction product. The product is: [Br:5][C:6]1[CH:7]=[N:8][C:9]([C:13]#[N:14])=[N:10][CH:11]=1. (2) Given the reactants Cl[C:2]1[CH:35]=[CH:34][CH:33]=[CH:32][C:3]=1[CH2:4][O:5][CH2:6][CH2:7][N:8]([C@H:25]1[CH2:30][CH2:29][C@H:28]([CH3:31])[CH2:27][CH2:26]1)[C:9](=[O:24])[NH:10][C:11]1[S:12][C:13]([S:16][CH2:17][C:18]([CH3:23])([CH3:22])[C:19]([OH:21])=[O:20])=[CH:14][N:15]=1.C(OC(=O)C(C)(C)CSC1SC(N)=NC=1)C.[F:52][C:53]([F:63])([F:62])C1C=CC=CC=1CBr, predict the reaction product. The product is: [CH3:22][C:18]([CH3:23])([CH2:17][S:16][C:13]1[S:12][C:11]([NH:10][C:9]([N:8]([C@H:25]2[CH2:30][CH2:29][C@H:28]([CH3:31])[CH2:27][CH2:26]2)[CH2:7][CH2:6][O:5][CH2:4][C:3]2[CH:32]=[CH:33][CH:34]=[CH:35][C:2]=2[C:53]([F:63])([F:62])[F:52])=[O:24])=[N:15][CH:14]=1)[C:19]([OH:21])=[O:20]. (3) Given the reactants [CH3:1][O:2][C:3]1[CH:8]=[CH:7][C:6]([OH:9])=[CH:5][CH:4]=1.C(N(CC)CC)C.[C:17](Cl)(=[O:19])[CH3:18].O, predict the reaction product. The product is: [CH3:1][O:2][C:3]1[CH:8]=[CH:7][C:6]([O:9][C:17](=[O:19])[CH3:18])=[CH:5][CH:4]=1.